This data is from Reaction yield outcomes from USPTO patents with 853,638 reactions. The task is: Predict the reaction yield, written as a fraction of the theoretical maximum amount of product (1.0 means a 100% yield; for example, 0.34 means a 34% yield). (1) The reactants are C([Mg]Cl)(C)(C)C.[NH2:7][C:8]1[CH:13]=[CH:12][N:11]([C@H:14]2[C:18]([Cl:20])([Cl:19])[C@H:17]([OH:21])[C@@H:16]([CH2:22][OH:23])[O:15]2)[C:10](=[O:24])[N:9]=1.F[C:26]1[C:50](F)=[C:49](F)[C:48](F)=[C:47](F)[C:27]=1[O:28][P:29]([NH:38][C@@H:39]([CH3:46])[C:40]([O:42][CH:43]([CH3:45])[CH3:44])=[O:41])(OC1C=CC=CC=1)=[O:30]. No catalyst specified. The product is [NH2:7][C:8]1[CH:13]=[CH:12][N:11]([C@@H:14]2[O:15][C@H:16]([CH2:22][O:23][P:29]([NH:38][C@@H:39]([CH3:46])[C:40]([O:42][CH:43]([CH3:45])[CH3:44])=[O:41])([O:28][C:27]3[CH:47]=[CH:48][CH:49]=[CH:50][CH:26]=3)=[O:30])[C@@H:17]([OH:21])[C:18]2([Cl:20])[Cl:19])[C:10](=[O:24])[N:9]=1. The yield is 0.0820. (2) The reactants are [Cl:1][C:2]1[CH:3]=[C:4]2[C:8](=[C:9]([NH:11][CH:12]3[CH2:17][CH2:16][O:15][CH2:14][CH2:13]3)[CH:10]=1)[NH:7][C:6]([C:18]1[S:19][CH2:20][C@@H:21]([CH2:23][CH2:24][N:25]3[CH2:30][CH2:29][CH2:28][CH:27]([C:31](O)=[O:32])[CH2:26]3)[N:22]=1)=[CH:5]2.[CH3:34][NH:35][CH3:36].C(Cl)CCl.C1C=CC2N(O)N=NC=2C=1.C(=O)(O)[O-].[Na+]. The catalyst is CN(C)C=O. The product is [CH3:34][N:35]([CH3:36])[C:31]([CH:27]1[CH2:28][CH2:29][CH2:30][N:25]([CH2:24][CH2:23][C@@H:21]2[CH2:20][S:19][C:18]([C:6]3[NH:7][C:8]4[C:4]([CH:5]=3)=[CH:3][C:2]([Cl:1])=[CH:10][C:9]=4[NH:11][CH:12]3[CH2:17][CH2:16][O:15][CH2:14][CH2:13]3)=[N:22]2)[CH2:26]1)=[O:32]. The yield is 0.200. (3) The reactants are [N+:1]([C:4]1[CH:15]=[CH:14][C:7]2[O:8][CH:9]([CH2:12][OH:13])[CH2:10][O:11][C:6]=2[CH:5]=1)([O-])=O. The catalyst is CO.[Pd]. The product is [NH2:1][C:4]1[CH:15]=[CH:14][C:7]2[O:8][CH:9]([CH2:12][OH:13])[CH2:10][O:11][C:6]=2[CH:5]=1. The yield is 0.770. (4) The reactants are [O:1]1[CH:5]=[CH:4][CH:3]=[C:2]1[C:6](=[O:14])[CH2:7][C:8]1[CH:13]=[CH:12][N:11]=[CH:10][N:9]=1.CO[CH:17](OC)[N:18]([CH3:20])[CH3:19]. No catalyst specified. The product is [CH3:17][N:18]([CH3:20])[CH:19]=[C:7]([C:8]1[CH:13]=[CH:12][N:11]=[CH:10][N:9]=1)[C:6]([C:2]1[O:1][CH:5]=[CH:4][CH:3]=1)=[O:14]. The yield is 0.750.